Dataset: NCI-60 drug combinations with 297,098 pairs across 59 cell lines. Task: Regression. Given two drug SMILES strings and cell line genomic features, predict the synergy score measuring deviation from expected non-interaction effect. (1) Drug 1: CC1=C(C=C(C=C1)NC(=O)C2=CC=C(C=C2)CN3CCN(CC3)C)NC4=NC=CC(=N4)C5=CN=CC=C5. Drug 2: C(CN)CNCCSP(=O)(O)O. Cell line: 786-0. Synergy scores: CSS=3.07, Synergy_ZIP=4.97, Synergy_Bliss=-0.240, Synergy_Loewe=1.90, Synergy_HSA=-1.45. (2) Drug 1: C1=CC(=CC=C1C#N)C(C2=CC=C(C=C2)C#N)N3C=NC=N3. Drug 2: CC1=C2C(C(=O)C3(C(CC4C(C3C(C(C2(C)C)(CC1OC(=O)C(C(C5=CC=CC=C5)NC(=O)C6=CC=CC=C6)O)O)OC(=O)C7=CC=CC=C7)(CO4)OC(=O)C)O)C)OC(=O)C. Cell line: SR. Synergy scores: CSS=-0.334, Synergy_ZIP=-11.4, Synergy_Bliss=-22.4, Synergy_Loewe=-44.2, Synergy_HSA=-23.0.